From a dataset of Peptide-MHC class II binding affinity with 134,281 pairs from IEDB. Regression. Given a peptide amino acid sequence and an MHC pseudo amino acid sequence, predict their binding affinity value. This is MHC class II binding data. (1) The peptide sequence is VVAPQLPADLMIRII. The MHC is DRB1_1101 with pseudo-sequence DRB1_1101. The binding affinity (normalized) is 0.225. (2) The MHC is DRB1_0401 with pseudo-sequence DRB1_0401. The binding affinity (normalized) is 0.466. The peptide sequence is LTWIGLNSKNTSMSF. (3) The peptide sequence is YDKFLANVSTVLTGN. The MHC is DRB1_1602 with pseudo-sequence DRB1_1602. The binding affinity (normalized) is 0.992.